This data is from Forward reaction prediction with 1.9M reactions from USPTO patents (1976-2016). The task is: Predict the product of the given reaction. (1) Given the reactants [Br:1][C:2]1[C:3]([O:33][CH3:34])=[CH:4][C:5](OC)=[C:6]([CH:30]=1)[C:7]([C:9](=[CH:15][NH:16][C@H:17]([C:21]([CH3:29])([CH3:28])[O:22][SiH2:23][C:24]([CH3:27])([CH3:26])[CH3:25])[CH:18]([CH3:20])[CH3:19])[C:10]([O:12][CH2:13][CH3:14])=[O:11])=[O:8].C1(C)C=CC=CC=1.C(=O)([O-])[O-].[K+].[K+].O1CCCC1, predict the reaction product. The product is: [Br:1][C:2]1[CH:30]=[C:6]2[C:5](=[CH:4][C:3]=1[O:33][CH3:34])[N:16]([C@H:17]([C:21]([CH3:28])([CH3:29])[O:22][SiH2:23][C:24]([CH3:25])([CH3:26])[CH3:27])[CH:18]([CH3:19])[CH3:20])[CH:15]=[C:9]([C:10]([O:12][CH2:13][CH3:14])=[O:11])[C:7]2=[O:8]. (2) Given the reactants [CH2:1]([O:8][C:9]1[CH:14]=[CH:13][C:12]([OH:15])=[C:11]([CH2:16][CH:17]2[CH2:22][CH2:21][CH2:20][CH2:19][CH2:18]2)[CH:10]=1)[C:2]1[CH:7]=[CH:6][CH:5]=[CH:4][CH:3]=1.Br[CH2:24][C:25]([O:27][CH2:28][CH3:29])=[O:26].C(=O)([O-])[O-].[Cs+].[Cs+], predict the reaction product. The product is: [CH2:28]([O:27][C:25](=[O:26])[CH2:24][O:15][C:12]1[CH:13]=[CH:14][C:9]([O:8][CH2:1][C:2]2[CH:3]=[CH:4][CH:5]=[CH:6][CH:7]=2)=[CH:10][C:11]=1[CH2:16][CH:17]1[CH2:22][CH2:21][CH2:20][CH2:19][CH2:18]1)[CH3:29]. (3) Given the reactants [N:1]1([C:7]([N:9]2[CH2:14][CH:13]([C:15]3[CH:20]=[CH:19][C:18]([C:21]([F:24])([F:23])[F:22])=[CH:17][CH:16]=3)[CH2:12][CH:11]([C:25]([O:27]C)=[O:26])[CH2:10]2)=[O:8])[CH2:6][CH2:5][S:4][CH2:3][CH2:2]1.CC(C)([O-])C.[K+], predict the reaction product. The product is: [N:1]1([C:7]([N:9]2[CH2:14][CH:13]([C:15]3[CH:20]=[CH:19][C:18]([C:21]([F:23])([F:24])[F:22])=[CH:17][CH:16]=3)[CH2:12][CH:11]([C:25]([OH:27])=[O:26])[CH2:10]2)=[O:8])[CH2:2][CH2:3][S:4][CH2:5][CH2:6]1. (4) Given the reactants [NH2:1][C:2]1[N:3]([CH3:23])[C:4](=[O:22])[CH:5]=[C:6]([NH:8][N:9]=[CH:10][C:11]2[C:20]3[C:15](=[CH:16][CH:17]=[C:18]([Cl:21])[CH:19]=3)[N:14]=[CH:13][CH:12]=2)[N:7]=1.[CH:24]([C:26]1[N:30]([CH3:31])[CH:29]=[C:28]([C:32]#[N:33])[CH:27]=1)=O.N1CCCCC1, predict the reaction product. The product is: [NH2:1][C:2]1[N:3]([CH3:23])[C:4](=[O:22])[C:5]2[C:6](=[N:8][N:9]([CH2:10][C:11]3[C:20]4[C:15](=[CH:16][CH:17]=[C:18]([Cl:21])[CH:19]=4)[N:14]=[CH:13][CH:12]=3)[C:24]=2[C:26]2[N:30]([CH3:31])[CH:29]=[C:28]([C:32]#[N:33])[CH:27]=2)[N:7]=1. (5) Given the reactants I[C:2]1[CH:8]=[CH:7][CH:6]=[CH:5][C:3]=1[NH2:4].[C:9]([Si:13]([O:16][CH2:17][CH2:18][C:19]#[CH:20])([CH3:15])[CH3:14])([CH3:12])([CH3:11])[CH3:10], predict the reaction product. The product is: [Si:13]([O:16][CH2:17][CH2:18][C:19]#[C:20][C:2]1[CH:8]=[CH:7][CH:6]=[CH:5][C:3]=1[NH2:4])([C:9]([CH3:10])([CH3:11])[CH3:12])([CH3:15])[CH3:14].